This data is from Catalyst prediction with 721,799 reactions and 888 catalyst types from USPTO. The task is: Predict which catalyst facilitates the given reaction. Reactant: [Br:1][C:2]1[C:3]([S:10][C:11]([CH3:14])([CH3:13])[CH3:12])=[C:4]([CH:7]=[CH:8][CH:9]=1)[CH:5]=O.Cl.[NH2:16][OH:17]. Product: [Br:1][C:2]1[C:3]([S:10][C:11]([CH3:14])([CH3:13])[CH3:12])=[C:4]([CH:5]=[N:16][OH:17])[CH:7]=[CH:8][CH:9]=1. The catalyst class is: 378.